This data is from Forward reaction prediction with 1.9M reactions from USPTO patents (1976-2016). The task is: Predict the product of the given reaction. (1) Given the reactants Br[C:2]1[CH:3]=[C:4]([C@@H:9]2[C@@H:14]([C:15]3[CH:20]=[CH:19][C:18]([Cl:21])=[CH:17][CH:16]=3)[N:13]([CH2:22][CH:23]3[CH2:25][CH2:24]3)[C:12](=[O:26])[C@@H:11]([CH2:27][C:28]([O:30]C(C)(C)C)=[O:29])[O:10]2)[CH:5]=[C:6]([Cl:8])[CH:7]=1.ClC1C=C([C@@H]2[C@@H](C3C=CC(Cl)=CC=3)N(CC3CC3)C(=O)[C@@H](CC(O)=O)O2)C=C(C2C=NNC=2)C=1.[CH3:69][S:70]([OH:72])=[O:71].[Na].CNCCNC, predict the reaction product. The product is: [Cl:8][C:6]1[CH:5]=[C:4]([C@@H:9]2[C@@H:14]([C:15]3[CH:20]=[CH:19][C:18]([Cl:21])=[CH:17][CH:16]=3)[N:13]([CH2:22][CH:23]3[CH2:25][CH2:24]3)[C:12](=[O:26])[C@@H:11]([CH2:27][C:28]([OH:30])=[O:29])[O:10]2)[CH:3]=[C:2]([S:70]([CH3:69])(=[O:72])=[O:71])[CH:7]=1. (2) Given the reactants C[C@H]1P(CCP2[C@H](C)CC[C@H]2C)[C@H](C)CC1.[CH3:17][O:18][C:19](=[O:32])[CH2:20][C:21]1[C:25]2[CH:26]=[CH:27][C:28]([O:30][CH3:31])=[CH:29][C:24]=2[O:23][CH:22]=1.[H][H], predict the reaction product. The product is: [CH3:17][O:18][C:19](=[O:32])[CH2:20][CH:21]1[C:25]2[CH:26]=[CH:27][C:28]([O:30][CH3:31])=[CH:29][C:24]=2[O:23][CH2:22]1. (3) Given the reactants [H-].[Na+].[Br:3][C:4]1[CH:5]=[CH:6][C:7](=[O:10])[NH:8][CH:9]=1.I[CH2:12][CH2:13][CH3:14].O, predict the reaction product. The product is: [Br:3][C:4]1[CH:5]=[CH:6][C:7](=[O:10])[N:8]([CH2:12][CH2:13][CH3:14])[CH:9]=1. (4) The product is: [Cl:32][C:10]1([C:17]2[CH:21]=[CH:20][S:19][CH:18]=2)[C:9]2[C:13](=[CH:14][CH:15]=[C:7]([C:6]3[C:2]([CH3:1])=[N:3][O:4][C:5]=3[CH3:23])[CH:8]=2)[NH:12][C:11]1=[O:16]. Given the reactants [CH3:1][C:2]1[C:6]([C:7]2[CH:8]=[C:9]3[C:13](=[CH:14][CH:15]=2)[NH:12][C:11](=[O:16])[C:10]3(O)[C:17]2[CH:21]=[CH:20][S:19][CH:18]=2)=[C:5]([CH3:23])[O:4][N:3]=1.N1C=CC=CC=1.O=S(Cl)[Cl:32], predict the reaction product. (5) Given the reactants [H-].[Na+].[Br:3][C:4]1[CH:5]=[C:6]([OH:10])[CH:7]=[CH:8][CH:9]=1.[C:11]([O:15][C:16](=[O:29])[N:17]([C:19]1[CH:24]=[C:23](Cl)[CH:22]=[CH:21][C:20]=1[N+:26]([O-:28])=[O:27])[CH3:18])([CH3:14])([CH3:13])[CH3:12], predict the reaction product. The product is: [C:11]([O:15][C:16](=[O:29])[N:17]([C:19]1[CH:24]=[C:23]([O:10][C:6]2[CH:7]=[CH:8][CH:9]=[C:4]([Br:3])[CH:5]=2)[CH:22]=[CH:21][C:20]=1[N+:26]([O-:28])=[O:27])[CH3:18])([CH3:14])([CH3:12])[CH3:13]. (6) Given the reactants [CH2:1]([C:8]1[N:12]([CH:13](C2CCCCC2)[C:14]([NH:16][CH:17]2C[CH2:21][CH2:20][CH2:19][CH2:18]2)=[O:15])[C:11]2[CH:29]=[C:30]([Cl:34])[C:31]([F:33])=[CH:32][C:10]=2[N:9]=1)C1C=CC=CC=1.[CH:35]1(C=O)[CH2:40][CH2:39][CH2:38][CH2:37][CH2:36]1.[S:43]1[CH2:48][CH2:47][CH:46]([CH2:49]C=O)[CH2:45][CH2:44]1.ClC1C=C(C[C:60](O)=[O:61])C=CC=1.COC(C(O)=O)C1C=CC=CC=1.C1([N+]#[C-])CCCCC1.C1([N+]#[C-])CCCC1, predict the reaction product. The product is: [Cl:34][C:30]1[C:31]([F:33])=[CH:32][C:10]2[N:9]=[C:8]([CH:1]([O:61][CH3:60])[C:35]3[CH:36]=[CH:37][CH:38]=[CH:39][CH:40]=3)[N:12]([CH:13]([CH2:49][CH:46]3[CH2:47][CH2:48][S:43][CH2:44][CH2:45]3)[C:14]([NH:16][CH:17]3[CH2:21][CH2:20][CH2:19][CH2:18]3)=[O:15])[C:11]=2[CH:29]=1. (7) Given the reactants [Br:1][C:2]1[CH:3]=[C:4]([CH:19]=[CH:20][CH:21]=1)[CH2:5][O:6][C:7]1[CH:15]=[CH:14][CH:13]=[C:9]([C:10]([OH:12])=O)[C:8]=1[C:16]([OH:18])=O.Cl.[NH2:23][CH:24]1[CH2:30][CH2:29][C:28](=[O:31])[NH:27][C:25]1=[O:26], predict the reaction product. The product is: [Br:1][C:2]1[CH:3]=[C:4]([CH:19]=[CH:20][CH:21]=1)[CH2:5][O:6][C:7]1[CH:15]=[CH:14][CH:13]=[C:9]2[C:8]=1[C:16](=[O:18])[N:23]([CH:24]1[CH2:30][CH2:29][C:28](=[O:31])[NH:27][C:25]1=[O:26])[C:10]2=[O:12]. (8) Given the reactants [Cl:1][CH:2]([C:4]1[C:9]([CH:10](Cl)[CH3:11])=[N:8][CH:7]=[CH:6][N:5]=1)[CH3:3].[CH2:13]([O:15][C:16](=[O:32])[CH2:17][N:18]=[C:19]([C:26]1[CH:31]=[CH:30][CH:29]=[CH:28][CH:27]=1)[C:20]1[CH:25]=[CH:24][CH:23]=[CH:22][CH:21]=1)[CH3:14].[OH-].[K+].C(O)(=O)CC(CC(O)=O)(C(O)=O)O, predict the reaction product. The product is: [Cl:1][CH:2]([C:4]1[C:9]([CH:10]([CH3:11])[CH:17]([N:18]=[C:19]([C:26]2[CH:31]=[CH:30][CH:29]=[CH:28][CH:27]=2)[C:20]2[CH:21]=[CH:22][CH:23]=[CH:24][CH:25]=2)[C:16]([O:15][CH2:13][CH3:14])=[O:32])=[N:8][CH:7]=[CH:6][N:5]=1)[CH3:3]. (9) Given the reactants Cl[CH2:2][CH2:3][CH2:4][CH2:5][N:6]1[C:10]2[CH:11]=[CH:12][CH:13]=[CH:14][C:9]=2[N:8]=[N:7]1.[N:15]1[CH:20]=[CH:19][C:18]([N:21]2[CH2:26][CH2:25][NH:24][CH2:23][CH2:22]2)=[CH:17][CH:16]=1.C(N(C(C)C)CC)(C)C.[I-].[K+], predict the reaction product. The product is: [N:15]1[CH:20]=[CH:19][C:18]([N:21]2[CH2:22][CH2:23][N:24]([CH2:2][CH2:3][CH2:4][CH2:5][N:6]3[C:10]4[CH:11]=[CH:12][CH:13]=[CH:14][C:9]=4[N:8]=[N:7]3)[CH2:25][CH2:26]2)=[CH:17][CH:16]=1. (10) Given the reactants Br[C:2]1[CH:3]=[CH:4][C:5]([C:8]([OH:10])=O)=[N:6][CH:7]=1.[CH3:11][CH:12]([NH2:14])[CH3:13].Cl.Cl.C[Si](C)(C)CCOC[N:23]1[C:27]2[N:28]=[CH:29][N:30]=[C:31]([C:32]3[CH:33]=[N:34][N:35]([C:37]4([CH2:41][C:42]#[N:43])[CH2:40][NH:39][CH2:38]4)[CH:36]=3)[C:26]=2[CH:25]=[CH:24]1, predict the reaction product. The product is: [C:42]([CH2:41][C:37]1([N:35]2[CH:36]=[C:32]([C:31]3[C:26]4[CH:25]=[CH:24][NH:23][C:27]=4[N:28]=[CH:29][N:30]=3)[CH:33]=[N:34]2)[CH2:40][N:39]([C:2]2[CH:3]=[CH:4][C:5]([C:8]([NH:14][CH:12]([CH3:13])[CH3:11])=[O:10])=[N:6][CH:7]=2)[CH2:38]1)#[N:43].